From a dataset of Forward reaction prediction with 1.9M reactions from USPTO patents (1976-2016). Predict the product of the given reaction. (1) Given the reactants [CH3:1][C:2]1[CH:11]=[CH:10][C:9]2[C:4](=[C:5]([N+:14]([O-])=O)[C:6]([CH3:13])=[CH:7][C:8]=2[CH3:12])[N:3]=1.S(S([O-])=O)([O-])=O.[Na+].[Na+].[OH-].[Na+], predict the reaction product. The product is: [CH3:1][C:2]1[CH:11]=[CH:10][C:9]2[C:4](=[C:5]([NH2:14])[C:6]([CH3:13])=[CH:7][C:8]=2[CH3:12])[N:3]=1. (2) Given the reactants [Cl:1][C:2]1[C:7]([Cl:8])=[CH:6][C:5]([NH2:9])=[C:4]([NH2:10])[CH:3]=1.[CH:11]1([N:14]=[C:15]=S)[CH2:13][CH2:12]1.CC1C=CC(S([O-])(=O)=O)=CC=1.C[N+]1(CCN=C=NC2CCCCC2)CCOCC1, predict the reaction product. The product is: [CH:11]1([NH:14][C:15]2[NH:9][C:5]3[CH:6]=[C:7]([Cl:8])[C:2]([Cl:1])=[CH:3][C:4]=3[N:10]=2)[CH2:13][CH2:12]1. (3) Given the reactants C([O:5][C:6](=O)[NH:7][C@@H:8]1[CH2:13][CH2:12][C@@H:11]([CH2:14][CH:15]2[O:30][C:18]3[CH:19]=[N:20][C:21]4[CH:22]=[CH:23][C:24]([O:28][CH3:29])=[C:25]([F:27])[C:26]=4[C:17]=3[CH2:16]2)[O:10][CH2:9]1)(C)(C)C.[O:32]=[C:33]1[NH:38][C:37]2[CH:39]=[C:40](C(O)=O)[CH:41]=[CH:42][C:36]=2[S:35][CH2:34]1, predict the reaction product. The product is: [F:27][C:25]1[C:26]2[C:17]3[CH2:16][CH:15]([CH2:14][C@H:11]4[O:10][CH2:9][C@H:8]([NH:7][C:6]([C:40]5[CH:41]=[CH:42][C:36]6[S:35][CH2:34][C:33](=[O:32])[NH:38][C:37]=6[CH:39]=5)=[O:5])[CH2:13][CH2:12]4)[O:30][C:18]=3[CH:19]=[N:20][C:21]=2[CH:22]=[CH:23][C:24]=1[O:28][CH3:29]. (4) Given the reactants [NH2:1][CH2:2][C:3]([OH:5])=[O:4].C[O-].[Na+].[F:9][C:10]([F:17])([F:16])[C:11](OCC)=[O:12], predict the reaction product. The product is: [F:9][C:10]([F:17])([F:16])[C:11]([NH:1][CH2:2][C:3]([OH:5])=[O:4])=[O:12]. (5) Given the reactants [CH3:1][O:2][C:3]([C:5]1[CH:6]=[CH:7][CH:8]=[C:9]2[O:13][C:12]([NH:14][CH:15]3[CH2:20][CH2:19][NH:18][CH2:17][CH2:16]3)=[N:11][C:10]=12)=[O:4].[CH2:21]([O:23][C:24]1[CH:25]=[C:26]([CH:29]=[C:30]([O:37][CH2:38][CH3:39])[C:31]=1[N:32]1[CH:36]=[CH:35][CH:34]=[CH:33]1)[CH:27]=O)[CH3:22].C([BH3-])#N.[Na+].C(N(C(C)C)C(C)C)C, predict the reaction product. The product is: [CH3:1][O:2][C:3]([C:5]1[CH:6]=[CH:7][CH:8]=[C:9]2[O:13][C:12]([NH:14][CH:15]3[CH2:20][CH2:19][N:18]([CH2:27][C:26]4[CH:29]=[C:30]([O:37][CH2:38][CH3:39])[C:31]([N:32]5[CH:36]=[CH:35][CH:34]=[CH:33]5)=[C:24]([O:23][CH2:21][CH3:22])[CH:25]=4)[CH2:17][CH2:16]3)=[N:11][C:10]=12)=[O:4].